From a dataset of Forward reaction prediction with 1.9M reactions from USPTO patents (1976-2016). Predict the product of the given reaction. The product is: [CH2:9]([NH:8][C:6]1[N:7]=[C:2]([C:16]#[N:17])[CH:3]=[C:4]([C:12]([F:15])([F:14])[F:13])[CH:5]=1)[CH2:10][CH3:11]. Given the reactants Cl[C:2]1[N:7]=[C:6]([NH:8][CH2:9][CH2:10][CH3:11])[CH:5]=[C:4]([C:12]([F:15])([F:14])[F:13])[CH:3]=1.[C:16]([Zn]C#N)#[N:17], predict the reaction product.